From a dataset of Forward reaction prediction with 1.9M reactions from USPTO patents (1976-2016). Predict the product of the given reaction. (1) Given the reactants [CH2:1]([C:5]1[CH:10]=[CH:9][CH:8]=[CH:7][CH:6]=1)[CH2:2][CH2:3][CH3:4].[Cl:11][S:12](O)(=[O:14])=[O:13], predict the reaction product. The product is: [CH2:1]([C:5]1[CH:10]=[CH:9][C:8]([S:12]([Cl:11])(=[O:14])=[O:13])=[CH:7][CH:6]=1)[CH2:2][CH2:3][CH3:4]. (2) Given the reactants [NH:1]1[CH2:6][CH2:5][O:4][CH2:3][CH2:2]1.Br[C:8]1[S:12][C:11]([CH3:13])=[N:10][C:9]=1[C:14]1[CH:34]=[CH:33][C:17]([O:18][CH2:19][CH2:20][CH2:21][CH2:22][CH2:23][O:24][C:25]2[CH:32]=[CH:31][C:28]([C:29]#[N:30])=[CH:27][CH:26]=2)=[CH:16][CH:15]=1, predict the reaction product. The product is: [CH3:13][C:11]1[S:12][C:8]([N:1]2[CH2:6][CH2:5][O:4][CH2:3][CH2:2]2)=[C:9]([C:14]2[CH:15]=[CH:16][C:17]([O:18][CH2:19][CH2:20][CH2:21][CH2:22][CH2:23][O:24][C:25]3[CH:26]=[CH:27][C:28]([C:29]#[N:30])=[CH:31][CH:32]=3)=[CH:33][CH:34]=2)[N:10]=1. (3) Given the reactants [NH2:1][C:2]1[CH:3]=[C:4]2[C:8](=[CH:9][CH:10]=1)[NH:7][CH:6]=[C:5]2[CH:11]1[CH2:16][CH2:15][CH:14]([N:17]([CH3:25])[C:18](=[O:24])[O:19][C:20]([CH3:23])([CH3:22])[CH3:21])[CH2:13][CH2:12]1.I.[S:27]1[CH:31]=[CH:30][CH:29]=[C:28]1[C:32](SC)=[NH:33], predict the reaction product. The product is: [CH3:25][N:17]([CH:14]1[CH2:13][CH2:12][CH:11]([C:5]2[C:4]3[C:8](=[CH:9][CH:10]=[C:2]([NH:1][C:32]([C:28]4[S:27][CH:31]=[CH:30][CH:29]=4)=[NH:33])[CH:3]=3)[NH:7][CH:6]=2)[CH2:16][CH2:15]1)[C:18](=[O:24])[O:19][C:20]([CH3:21])([CH3:22])[CH3:23]. (4) The product is: [Br:4][C:5]1[CH:12]=[CH:11][C:8]([CH2:9][S:2][CH3:1])=[CH:7][CH:6]=1. Given the reactants [CH3:1][S-:2].[Na+].[Br:4][C:5]1[CH:12]=[CH:11][C:8]([CH2:9]Br)=[CH:7][CH:6]=1, predict the reaction product. (5) The product is: [CH2:8]([O:7][C:1]([C:2]1[CH2:21][NH:15][C:16](=[S:17])[NH:18][C:3]=1[CH3:5])=[O:6])[C:9]1[CH:14]=[CH:13][CH:12]=[CH:11][CH:10]=1. Given the reactants [C:1]([O:7][CH2:8][C:9]1[CH:14]=[CH:13][CH:12]=[CH:11][CH:10]=1)(=[O:6])[CH2:2][C:3]([CH3:5])=O.[NH2:15][C:16]([NH2:18])=[S:17].O1CCC[CH2:21]N1.FC(F)(F)C(O)=O, predict the reaction product. (6) Given the reactants Cl[C:2]1[CH:7]=[C:6]([O:8][C:9]2[CH:10]=[CH:11][C:12]([NH2:16])=[N:13][C:14]=2[CH3:15])[CH:5]=[CH:4][N:3]=1.[CH3:17][C:18]1[CH:23]=[CH:22][C:21](B2OC(C)(C)C(C)(C)O2)=[CH:20][N:19]=1.C([O-])([O-])=O.[K+].[K+].O, predict the reaction product. The product is: [CH3:15][C:14]1[N:13]=[C:12]([NH2:16])[CH:11]=[CH:10][C:9]=1[O:8][C:6]1[CH:5]=[CH:4][N:3]=[C:2]([C:21]2[CH:20]=[N:19][C:18]([CH3:17])=[CH:23][CH:22]=2)[CH:7]=1. (7) Given the reactants [C@H:1]12[CH2:6][C@H:5]1[CH2:4][NH:3][C@@H:2]2[CH2:7][NH:8][C:9]([C:11]1[N:18]2[C:14]([S:15][CH:16]=[CH:17]2)=[N:13][C:12]=1[CH3:19])=[O:10].[F:20][C:21]1[CH:26]=[CH:25][C:24]([C:27]2[N:28]=[C:29]([CH3:35])[S:30][C:31]=2[C:32](O)=[O:33])=[CH:23][CH:22]=1, predict the reaction product. The product is: [F:20][C:21]1[CH:22]=[CH:23][C:24]([C:27]2[N:28]=[C:29]([CH3:35])[S:30][C:31]=2[C:32]([N:3]2[CH2:4][C@H:5]3[C@H:1]([CH2:6]3)[C@H:2]2[CH2:7][NH:8][C:9]([C:11]2[N:18]3[C:14]([S:15][CH:16]=[CH:17]3)=[N:13][C:12]=2[CH3:19])=[O:10])=[O:33])=[CH:25][CH:26]=1.